From a dataset of Reaction yield outcomes from USPTO patents with 853,638 reactions. Predict the reaction yield, written as a fraction of the theoretical maximum amount of product (1.0 means a 100% yield; for example, 0.34 means a 34% yield). The reactants are Cl.[Cl:2][C:3]1[CH:4]=[C:5]([F:31])[C:6]([N:9]2[CH2:14][CH2:13][CH:12]([N:15]3[CH2:19][CH2:18][C@H:17]([O:20][C:21]4[CH:22]=[CH:23][C:24]([C:27]([OH:29])=O)=[N:25][CH:26]=4)[C:16]3=[O:30])[CH2:11][CH2:10]2)=[N:7][CH:8]=1.O.O[C:34]1[C:42]2[N:41]=NNC=2C=[CH:36][CH:35]=1.CCN=C=NCCCN(C)C.CCN(C(C)C)C(C)C.N1CCCC1. The catalyst is C(Cl)Cl. The product is [Cl:2][C:3]1[CH:4]=[C:5]([F:31])[C:6]([N:9]2[CH2:14][CH2:13][CH:12]([N:15]3[CH2:19][CH2:18][C@H:17]([O:20][C:21]4[CH:26]=[N:25][C:24]([C:27]([N:41]5[CH2:36][CH2:35][CH2:34][CH2:42]5)=[O:29])=[CH:23][CH:22]=4)[C:16]3=[O:30])[CH2:11][CH2:10]2)=[N:7][CH:8]=1. The yield is 0.790.